From a dataset of NCI-60 drug combinations with 297,098 pairs across 59 cell lines. Regression. Given two drug SMILES strings and cell line genomic features, predict the synergy score measuring deviation from expected non-interaction effect. (1) Drug 1: C1=CC(=C2C(=C1NCCNCCO)C(=O)C3=C(C=CC(=C3C2=O)O)O)NCCNCCO. Drug 2: CCCCC(=O)OCC(=O)C1(CC(C2=C(C1)C(=C3C(=C2O)C(=O)C4=C(C3=O)C=CC=C4OC)O)OC5CC(C(C(O5)C)O)NC(=O)C(F)(F)F)O. Cell line: BT-549. Synergy scores: CSS=29.8, Synergy_ZIP=-0.381, Synergy_Bliss=-1.81, Synergy_Loewe=-4.14, Synergy_HSA=-0.774. (2) Drug 1: CC1C(C(CC(O1)OC2CC(CC3=C2C(=C4C(=C3O)C(=O)C5=C(C4=O)C(=CC=C5)OC)O)(C(=O)C)O)N)O.Cl. Drug 2: CC12CCC3C(C1CCC2O)C(CC4=C3C=CC(=C4)O)CCCCCCCCCS(=O)CCCC(C(F)(F)F)(F)F. Cell line: NCIH23. Synergy scores: CSS=21.8, Synergy_ZIP=2.80, Synergy_Bliss=0.636, Synergy_Loewe=-17.4, Synergy_HSA=0.512. (3) Drug 1: CC12CCC(CC1=CCC3C2CCC4(C3CC=C4C5=CN=CC=C5)C)O. Drug 2: C1CN1P(=S)(N2CC2)N3CC3. Cell line: HT29. Synergy scores: CSS=16.2, Synergy_ZIP=-2.79, Synergy_Bliss=-3.22, Synergy_Loewe=-3.60, Synergy_HSA=-3.54. (4) Drug 1: C1CCN(CC1)CCOC2=CC=C(C=C2)C(=O)C3=C(SC4=C3C=CC(=C4)O)C5=CC=C(C=C5)O. Drug 2: CCCCCOC(=O)NC1=NC(=O)N(C=C1F)C2C(C(C(O2)C)O)O. Cell line: SK-MEL-2. Synergy scores: CSS=-2.76, Synergy_ZIP=-0.562, Synergy_Bliss=-6.00, Synergy_Loewe=-8.96, Synergy_HSA=-8.79. (5) Drug 1: C1C(C(OC1N2C=C(C(=O)NC2=O)F)CO)O. Drug 2: CN(CCCl)CCCl.Cl. Cell line: T-47D. Synergy scores: CSS=29.7, Synergy_ZIP=-8.34, Synergy_Bliss=-1.60, Synergy_Loewe=-1.76, Synergy_HSA=-1.68. (6) Drug 1: CC(C1=C(C=CC(=C1Cl)F)Cl)OC2=C(N=CC(=C2)C3=CN(N=C3)C4CCNCC4)N. Drug 2: C1=CC(=CC=C1CCCC(=O)O)N(CCCl)CCCl. Cell line: UACC62. Synergy scores: CSS=27.2, Synergy_ZIP=-10.7, Synergy_Bliss=-7.20, Synergy_Loewe=-9.43, Synergy_HSA=-6.04. (7) Drug 1: C1=NC(=NC(=O)N1C2C(C(C(O2)CO)O)O)N. Drug 2: CCN(CC)CCNC(=O)C1=C(NC(=C1C)C=C2C3=C(C=CC(=C3)F)NC2=O)C. Cell line: HCT116. Synergy scores: CSS=48.4, Synergy_ZIP=-6.26, Synergy_Bliss=-9.68, Synergy_Loewe=-15.9, Synergy_HSA=-8.40.